From a dataset of Catalyst prediction with 721,799 reactions and 888 catalyst types from USPTO. Predict which catalyst facilitates the given reaction. Reactant: [C:1]([O:5][C:6](CNC/C=C/C(O)=O)=[O:7])([CH3:4])([CH3:3])[CH3:2].[N:16]1[CH:21]=[CH:20][CH:19]=[CH:18][CH:17]=1.C1CCC(N=C=NC2CCCCC2)CC1.[Cl:37][C:38]1[CH:39]=[C:40]([NH:45][C:46]2[C:55]3[C:50](=[CH:51][C:52]([O:56][CH2:57][CH3:58])=[CH:53][CH:54]=3)[N:49]=[CH:48][C:47]=2[C:59]#[N:60])[CH:41]=[CH:42][C:43]=1[F:44]. Product: [C:1]([O:5][C:6]([N:16]([CH3:21])[CH2:17][CH:18]=[CH:19][CH2:20][C:53]1[CH:54]=[C:55]2[C:50](=[CH:51][C:52]=1[O:56][CH2:57][CH3:58])[N:49]=[CH:48][C:47]([C:59]#[N:60])=[C:46]2[NH:45][C:40]1[CH:41]=[CH:42][C:43]([F:44])=[C:38]([Cl:37])[CH:39]=1)=[O:7])([CH3:2])([CH3:3])[CH3:4]. The catalyst class is: 2.